Task: Regression. Given a peptide amino acid sequence and an MHC pseudo amino acid sequence, predict their binding affinity value. This is MHC class I binding data.. Dataset: Peptide-MHC class I binding affinity with 185,985 pairs from IEDB/IMGT (1) The peptide sequence is TNPYPTGPG. The MHC is Mamu-B8301 with pseudo-sequence Mamu-B8301. The binding affinity (normalized) is 0. (2) The MHC is HLA-A29:02 with pseudo-sequence HLA-A29:02. The binding affinity (normalized) is 0.0847. The peptide sequence is AKIALAVYK. (3) The peptide sequence is YSKPWMAFF. The MHC is HLA-B15:09 with pseudo-sequence HLA-B15:09. The binding affinity (normalized) is 0.0847. (4) The peptide sequence is LVSDYCNVLNKEFT. The MHC is HLA-A11:01 with pseudo-sequence HLA-A11:01. The binding affinity (normalized) is 0.391. (5) The peptide sequence is YLPKNKEGL. The MHC is H-2-Db with pseudo-sequence H-2-Db. The binding affinity (normalized) is 0.0641. (6) The binding affinity (normalized) is 0.454. The MHC is HLA-A68:01 with pseudo-sequence HLA-A68:01. The peptide sequence is TSDSKSIENK. (7) The peptide sequence is FVNEKYCIIK. The MHC is HLA-A68:01 with pseudo-sequence HLA-A68:01. The binding affinity (normalized) is 0.481. (8) The peptide sequence is EQQQSFMPK. The MHC is HLA-A31:01 with pseudo-sequence HLA-A31:01. The binding affinity (normalized) is 0.208. (9) The peptide sequence is SVFPFDGTR. The MHC is HLA-A69:01 with pseudo-sequence HLA-A69:01. The binding affinity (normalized) is 0.0847.